Predict the reaction yield, written as a fraction of the theoretical maximum amount of product (1.0 means a 100% yield; for example, 0.34 means a 34% yield). From a dataset of Reaction yield outcomes from USPTO patents with 853,638 reactions. (1) The reactants are [CH3:1][O:2][C:3]1[CH:8]=[CH:7][C:6]([CH2:9][C:10]([O:12][CH2:13][C:14]([C:16]2[CH:21]=[CH:20][C:19]([O:22][CH2:23][C:24]3[CH:29]=[CH:28][CH:27]=[CH:26][CH:25]=3)=[CH:18][CH:17]=2)=O)=[O:11])=[CH:5][CH:4]=1.[H-].[Na+]. The catalyst is CN(C=O)C. The product is [CH2:23]([O:22][C:19]1[CH:20]=[CH:21][C:16]([C:14]2[CH2:13][O:12][C:10](=[O:11])[C:9]=2[C:6]2[CH:7]=[CH:8][C:3]([O:2][CH3:1])=[CH:4][CH:5]=2)=[CH:17][CH:18]=1)[C:24]1[CH:29]=[CH:28][CH:27]=[CH:26][CH:25]=1. The yield is 0.840. (2) The reactants are Br[C:2]1[S:6][C:5]([C:7]([O:9][CH2:10][CH3:11])=[O:8])=[CH:4][CH:3]=1.[CH3:12][C:13]1([CH3:19])[CH2:18][NH:17][CH2:16][CH2:15][NH:14]1.C1(P(C2C=CC=CC=2)C2C=CC3C(=CC=CC=3)C=2C2C3C(=CC=CC=3)C=CC=2P(C2C=CC=CC=2)C2C=CC=CC=2)C=CC=CC=1.C(=O)([O-])[O-].[Cs+].[Cs+]. The catalyst is C1(C)C=CC=CC=1.C([O-])(=O)C.[Pd+2].C([O-])(=O)C. The product is [CH3:12][C:13]1([CH3:19])[NH:14][CH2:15][CH2:16][N:17]([C:2]2[S:6][C:5]([C:7]([O:9][CH2:10][CH3:11])=[O:8])=[CH:4][CH:3]=2)[CH2:18]1. The yield is 0.361. (3) The reactants are [CH2:1]([O:8][CH2:9][O:10][CH2:11][C@@H:12]([CH3:19])[CH2:13][CH2:14][CH:15]=[C:16]([CH3:18])[CH3:17])[C:2]1[CH:7]=[CH:6][CH:5]=[CH:4][CH:3]=1.C([O-])(O)=[O:21].[Na+].ClC1C=C(C=CC=1)C(OO)=O.[OH-].[Na+]. The catalyst is C(Cl)Cl.CCOCC.O. The product is [CH2:1]([O:8][CH2:9][O:10][CH2:11][C@@H:12]([CH3:19])[CH2:13][CH2:14][CH:15]1[O:21][C:16]1([CH3:18])[CH3:17])[C:2]1[CH:7]=[CH:6][CH:5]=[CH:4][CH:3]=1. The yield is 0.740. (4) The reactants are [CH3:1][C:2]1[N:7]=[C:6]([NH2:8])[C:5]([C:9]([F:12])([F:11])[F:10])=[CH:4][CH:3]=1.OO.O.C(=O)(O)[O-].[Na+].[ClH:21]. No catalyst specified. The product is [Cl:21][C:3]1[CH:4]=[C:5]([C:9]([F:12])([F:10])[F:11])[C:6]([NH2:8])=[N:7][C:2]=1[CH3:1]. The yield is 0.992.